From a dataset of Full USPTO retrosynthesis dataset with 1.9M reactions from patents (1976-2016). Predict the reactants needed to synthesize the given product. (1) The reactants are: [OH:1][C:2]1[CH:3]=[C:4]([CH:15]=[C:16]([O:18][C@H:19]2[CH2:23][CH2:22][N:21]([CH3:24])[C:20]2=[O:25])[CH:17]=1)[C:5]([NH:7][C:8]1[CH:13]=[N:12][C:11]([CH3:14])=[CH:10][N:9]=1)=[O:6].Br[C:27]1[CH:28]=[CH:29][C:30]([C:33]([N:35]([CH3:37])[CH3:36])=[O:34])=[N:31][CH:32]=1.C(=O)([O-])[O-].[Cs+].[Cs+]. Given the product [CH3:36][N:35]([CH3:37])[C:33]([C:30]1[CH:29]=[CH:28][C:27]([O:1][C:2]2[CH:3]=[C:4]([C:5](=[O:6])[NH:7][C:8]3[CH:13]=[N:12][C:11]([CH3:14])=[CH:10][N:9]=3)[CH:15]=[C:16]([O:18][C@H:19]3[CH2:23][CH2:22][N:21]([CH3:24])[C:20]3=[O:25])[CH:17]=2)=[CH:32][N:31]=1)=[O:34], predict the reactants needed to synthesize it. (2) Given the product [C:6]([CH2:5][CH2:4][N:3]([CH2:1][CH3:2])[C:34]([N:36]1[CH2:44][C:41]2([CH2:43][CH2:42]2)[CH2:40][N:39]([C:45]2[C:46]3[CH:53]=[CH:52][NH:51][C:47]=3[N:48]=[CH:49][N:50]=2)[CH2:38][CH2:37]1)=[O:35])#[N:7], predict the reactants needed to synthesize it. The reactants are: [CH2:1]([NH:3][CH2:4][CH2:5][C:6]#[N:7])[CH3:2].C(=O)(OC(Cl)(Cl)Cl)OC(Cl)(Cl)Cl.C(N(CC)C(C)C)(C)C.S1C([C:34]([N:36]2[CH2:44][C:41]3([CH2:43][CH2:42]3)[CH2:40][N:39]([C:45]3[C:46]4[CH:53]=[CH:52][NH:51][C:47]=4[N:48]=[CH:49][N:50]=3)[CH2:38][CH2:37]2)=[O:35])=CC2CCCC1=2.